This data is from Full USPTO retrosynthesis dataset with 1.9M reactions from patents (1976-2016). The task is: Predict the reactants needed to synthesize the given product. (1) Given the product [Cl:1][C:2]1[CH:7]=[CH:6][C:5]([C:18]([CH:20]([C:25]([O:27][CH3:28])=[O:26])[C:21]([O:23][CH3:24])=[O:22])([CH:17]([CH3:29])[CH3:16])[CH3:19])=[CH:4][CH:3]=1, predict the reactants needed to synthesize it. The reactants are: [Cl:1][C:2]1[CH:7]=[CH:6][C:5](I)=[CH:4][CH:3]=1.C([Mg]Cl)(C)C.[Cl-].[Li+].[CH3:16][CH:17]([CH3:29])[C:18](=[C:20]([C:25]([O:27][CH3:28])=[O:26])[C:21]([O:23][CH3:24])=[O:22])[CH3:19]. (2) Given the product [Br:1][C:2]1[CH:7]=[CH:6][C:5]([C:8](=[O:24])[CH:9]=[C:10]([C:16]2[CH:17]=[C:18]([Cl:23])[CH:19]=[C:20]([Cl:22])[CH:21]=2)[C:11]([F:13])([F:14])[F:12])=[CH:4][C:3]=1[CH3:25], predict the reactants needed to synthesize it. The reactants are: [Br:1][C:2]1[CH:7]=[CH:6][C:5]([C:8](=[O:24])[CH2:9][C:10]([C:16]2[CH:21]=[C:20]([Cl:22])[CH:19]=[C:18]([Cl:23])[CH:17]=2)(O)[C:11]([F:14])([F:13])[F:12])=[CH:4][C:3]=1[CH3:25].S(Cl)(Cl)=O.N1C=CC=CC=1.Cl. (3) Given the product [CH2:3]([O:7][C:8]1[CH:38]=[CH:37][C:11]([C:12]([NH:14][CH2:15][C@H:16]([N:21]2[CH2:22][CH2:23][N:24]([S:27]([C:30]3[CH:35]=[CH:34][C:33]([CH3:36])=[CH:32][CH:31]=3)(=[O:29])=[O:28])[CH2:25][CH2:26]2)[C:17]([OH:19])=[O:18])=[O:13])=[CH:10][CH:9]=1)[C:4]#[C:5][CH3:6], predict the reactants needed to synthesize it. The reactants are: [OH-].[Li+].[CH2:3]([O:7][C:8]1[CH:38]=[CH:37][C:11]([C:12]([NH:14][CH2:15][C@H:16]([N:21]2[CH2:26][CH2:25][N:24]([S:27]([C:30]3[CH:35]=[CH:34][C:33]([CH3:36])=[CH:32][CH:31]=3)(=[O:29])=[O:28])[CH2:23][CH2:22]2)[C:17]([O:19]C)=[O:18])=[O:13])=[CH:10][CH:9]=1)[C:4]#[C:5][CH3:6].O. (4) Given the product [Br:1][C:2]1[CH:9]=[CH:8][C:7]([N+:10]([O-:12])=[O:11])=[CH:6][C:3]=1[CH:4]=[O:5], predict the reactants needed to synthesize it. The reactants are: [Br:1][C:2]1[CH:9]=[CH:8][CH:7]=[CH:6][C:3]=1[CH:4]=[O:5].[N+:10]([O-])([O-:12])=[O:11].[K+]. (5) Given the product [CH3:19][O:18][C:15]1[CH:16]=[CH:17][C:12]2[NH:11][C:23](=[O:24])[CH2:22][O:20][C:13]=2[CH:14]=1, predict the reactants needed to synthesize it. The reactants are: CCN(C(C)C)C(C)C.Cl.[NH2:11][C:12]1[CH:17]=[CH:16][C:15]([O:18][CH3:19])=[CH:14][C:13]=1[OH:20].Cl[CH2:22][C:23](Cl)=[O:24].C(=O)([O-])[O-].[K+].[K+]. (6) Given the product [Cl:1][C:2]1[CH:7]=[CH:6][C:5]([S:8]([CH:11]([C:18]2[CH:23]=[C:22]([F:24])[CH:21]=[CH:20][C:19]=2[F:25])[CH:12]2[CH2:17][CH2:16][N:15]([S:35]([C:34]([F:47])([F:46])[F:33])(=[O:37])=[O:36])[CH2:14][CH2:13]2)(=[O:9])=[O:10])=[CH:4][CH:3]=1, predict the reactants needed to synthesize it. The reactants are: [Cl:1][C:2]1[CH:7]=[CH:6][C:5]([S:8]([CH:11]([C:18]2[CH:23]=[C:22]([F:24])[CH:21]=[CH:20][C:19]=2[F:25])[CH:12]2[CH2:17][CH2:16][NH:15][CH2:14][CH2:13]2)(=[O:10])=[O:9])=[CH:4][CH:3]=1.C(N(CC)CC)C.[F:33][C:34]([F:47])([F:46])[S:35](O[S:35]([C:34]([F:47])([F:46])[F:33])(=[O:37])=[O:36])(=[O:37])=[O:36]. (7) Given the product [N:25]1[CH:24]=[CH:23][CH:22]=[CH:21][C:20]=1[S:19][S:18][OH:5], predict the reactants needed to synthesize it. The reactants are: NCCC[OH:5].C1C(=O)N(OC(CC[S:18][S:19][C:20]2[N:25]=[CH:24][CH:23]=[CH:22][CH:21]=2)=O)C(=O)C1.OP(O)(O)=O. (8) Given the product [CH2:1]([C:3]1[CH:12]=[CH:11][C:6]2[N:7]([CH2:34][C:25]([OH:24])=[O:40])[C:8](=[N:10][C:19](=[O:20])[C:16]3[CH:17]=[CH:18][C:13]([CH3:22])=[CH:14][CH:15]=3)[S:9][C:5]=2[CH:4]=1)[CH3:2], predict the reactants needed to synthesize it. The reactants are: [CH2:1]([C:3]1[CH:12]=[CH:11][C:6]2[N:7]=[C:8]([NH2:10])[S:9][C:5]=2[CH:4]=1)[CH3:2].[C:13]1([CH3:22])[CH:18]=[CH:17][C:16]([C:19](Cl)=[O:20])=[CH:15][CH:14]=1.C[O:24][C:25]1[CH:34]=CC2N=C(N)SC=2C=1.ClC1C=C(C=CC=1)C(Cl)=[O:40]. (9) Given the product [CH2:61]([O:63][C:64]1[CH:69]=[CH:68][C:67]([O:34][CH2:35][C:36]2[CH:41]=[CH:40][C:39]([CH2:42][N:43]3[CH2:44][CH2:45][N:46]([C:49]4[C:54]([C:55]([O:57][CH:58]([CH3:60])[CH3:59])=[O:56])=[CH:53][CH:52]=[CH:51][N:50]=4)[CH2:47][CH2:48]3)=[CH:38][CH:37]=2)=[CH:66][CH:65]=1)[CH3:62], predict the reactants needed to synthesize it. The reactants are: N(/C(OC(C)C)=O)=N\C(OC(C)C)=O.C1(P(C2C=CC=CC=2)C2C=CC=CC=2)C=CC=CC=1.[OH:34][CH2:35][C:36]1[CH:41]=[CH:40][C:39]([CH2:42][N:43]2[CH2:48][CH2:47][N:46]([C:49]3[C:54]([C:55]([O:57][CH:58]([CH3:60])[CH3:59])=[O:56])=[CH:53][CH:52]=[CH:51][N:50]=3)[CH2:45][CH2:44]2)=[CH:38][CH:37]=1.[CH2:61]([O:63][C:64]1[CH:69]=[CH:68][C:67](O)=[CH:66][CH:65]=1)[CH3:62].